Dataset: Reaction yield outcomes from USPTO patents with 853,638 reactions. Task: Predict the reaction yield, written as a fraction of the theoretical maximum amount of product (1.0 means a 100% yield; for example, 0.34 means a 34% yield). (1) The reactants are [CH3:1][O:2][C:3]1[CH:8]=[CH:7][C:6]([C:9]2[CH:10]=[CH:11][C:12](=[O:15])[NH:13][CH:14]=2)=[CH:5][CH:4]=1.[CH2:16]([O:18][C:19](=[O:22])[CH2:20]Br)[CH3:17]. No catalyst specified. The product is [CH3:1][O:2][C:3]1[CH:8]=[CH:7][C:6]([C:9]2[CH:10]=[CH:11][C:12](=[O:15])[N:13]([CH2:20][C:19]([O:18][CH2:16][CH3:17])=[O:22])[CH:14]=2)=[CH:5][CH:4]=1. The yield is 0.910. (2) The reactants are [NH2:1][C:2]1[CH:9]=[CH:8][C:5]([C:6]#[N:7])=[CH:4][C:3]=1[Cl:10].[C:11]1([CH3:21])[CH:16]=[CH:15][C:14]([S:17](Cl)(=[O:19])=[O:18])=[CH:13][CH:12]=1.O. The catalyst is N1C=CC=CC=1. The product is [Cl:10][C:3]1[CH:4]=[C:5]([C:6]#[N:7])[CH:8]=[CH:9][C:2]=1[NH:1][S:17]([C:14]1[CH:15]=[CH:16][C:11]([CH3:21])=[CH:12][CH:13]=1)(=[O:19])=[O:18]. The yield is 0.550.